Dataset: Forward reaction prediction with 1.9M reactions from USPTO patents (1976-2016). Task: Predict the product of the given reaction. (1) Given the reactants C1(P(C2C=CC=CC=2)C2C=CC=CC=2)C=CC=CC=1.CCOC(/N=N/C(OCC)=O)=O.[C:32]1([OH:38])[CH:37]=[CH:36][CH:35]=[CH:34][CH:33]=1.O[CH2:40][C:41]1[CH:42]=[C:43]([N:47]([CH2:53][C:54]2[CH:55]=[N:56][CH:57]=[CH:58][CH:59]=2)[S:48]([CH2:51][CH3:52])(=[O:50])=[O:49])[CH:44]=[CH:45][CH:46]=1, predict the reaction product. The product is: [O:38]([CH2:40][C:41]1[CH:42]=[C:43]([N:47]([CH2:53][C:54]2[CH:55]=[N:56][CH:57]=[CH:58][CH:59]=2)[S:48]([CH2:51][CH3:52])(=[O:49])=[O:50])[CH:44]=[CH:45][CH:46]=1)[C:32]1[CH:37]=[CH:36][CH:35]=[CH:34][CH:33]=1. (2) The product is: [CH3:1][C@@H:2]([C@@H:9]1[C@@:13]2([CH3:31])[CH2:14][CH2:15][C@@H:16]3[C@@:21]4([CH3:30])[CH2:22][CH2:23][C@H:24]([O:26][C:27]([NH:36][CH2:35][CH2:34][N:33]([CH3:37])[CH3:32])=[O:28])[CH2:25][C:20]4=[CH:19][CH2:18][C@H:17]3[C@@H:12]2[CH2:11][CH2:10]1)[CH2:3][CH2:4][CH2:5][CH:6]([CH3:8])[CH3:7]. Given the reactants [CH3:1][C@@H:2]([C@@H:9]1[C@@:13]2([CH3:31])[CH2:14][CH2:15][CH:16]3[C@@:21]4([CH3:30])[CH2:22][CH2:23][CH:24]([O:26][C:27](Cl)=[O:28])[CH2:25][C:20]4=[CH:19][CH2:18][CH:17]3[CH:12]2[CH2:11][CH2:10]1)[CH2:3][CH2:4][CH2:5][CH:6]([CH3:8])[CH3:7].[CH3:32][N:33]([CH3:37])[CH2:34][CH2:35][NH2:36].II, predict the reaction product. (3) Given the reactants C(OC([N:8]1[CH2:11][CH:10]([N:12]([CH2:15][C:16]2[CH:21]=[CH:20][CH:19]=[C:18]([C:22]3[CH:27]=[CH:26][N:25]=[C:24](Cl)[N:23]=3)[CH:17]=2)[CH2:13][CH3:14])[CH2:9]1)=O)(C)(C)C.[NH2:29][CH2:30][CH2:31][C:32]1[CH:37]=[CH:36][C:35]([OH:38])=[CH:34][CH:33]=1, predict the reaction product. The product is: [NH:8]1[CH2:9][CH:10]([N:12]([CH2:15][C:16]2[CH:17]=[C:18]([C:22]3[CH:27]=[CH:26][N:25]=[C:24]([NH:29][CH2:30][CH2:31][C:32]4[CH:37]=[CH:36][C:35]([OH:38])=[CH:34][CH:33]=4)[N:23]=3)[CH:19]=[CH:20][CH:21]=2)[CH2:13][CH3:14])[CH2:11]1. (4) Given the reactants C([O:3][C:4]([C:6]1[CH:7]=[N:8][N:9]([C:12]([CH3:15])([CH3:14])[CH3:13])[C:10]=1[Cl:11])=[O:5])C.[Li+].[OH-], predict the reaction product. The product is: [C:12]([N:9]1[C:10]([Cl:11])=[C:6]([C:4]([OH:5])=[O:3])[CH:7]=[N:8]1)([CH3:15])([CH3:13])[CH3:14]. (5) Given the reactants [I:1]I.C1(P(C2C=CC=CC=2)C2C=CC=CC=2)C=CC=CC=1.N1C=CN=C1.O[CH2:28][CH2:29][CH2:30][C:31]1[S:35][C:34]([C:36]([O:38][CH3:39])=[O:37])=[CH:33][CH:32]=1, predict the reaction product. The product is: [I:1][CH2:28][CH2:29][CH2:30][C:31]1[S:35][C:34]([C:36]([O:38][CH3:39])=[O:37])=[CH:33][CH:32]=1. (6) The product is: [CH2:1]([C:3]1([C:6]2([CH3:11])[O:7][CH2:8][CH2:9][O:10]2)[CH2:4][CH2:5]1)[CH3:2]. Given the reactants [CH:1]([C:3]1([C:6]2([CH3:11])[O:10][CH2:9][CH2:8][O:7]2)[CH2:5][CH2:4]1)=[CH2:2].[H][H], predict the reaction product.